From a dataset of Forward reaction prediction with 1.9M reactions from USPTO patents (1976-2016). Predict the product of the given reaction. (1) Given the reactants COC(=O)[CH:4]([NH:8][CH2:9][CH:10]([NH:12][C:13]([O:15]CC1C=CC=CC=1)=O)[CH3:11])[CH2:5][CH2:6][CH3:7].[H][H].O([C:34]([O:36][C:37]([CH3:40])([CH3:39])[CH3:38])=[O:35])[C:34]([O:36][C:37]([CH3:40])([CH3:39])[CH3:38])=[O:35], predict the reaction product. The product is: [C:37]([O:36][C:34]([N:8]1[CH2:9][CH:10]([CH3:11])[NH:12][C:13](=[O:15])[CH:4]1[CH2:5][CH2:6][CH3:7])=[O:35])([CH3:38])([CH3:39])[CH3:40]. (2) Given the reactants [NH2:1][CH:2]1[CH2:7][CH:6]([C:8]2[CH:13]=[CH:12][CH:11]=[CH:10][C:9]=2[Cl:14])[CH2:5][CH2:4][CH:3]1[OH:15].[N:16]1[CH:21]=[CH:20][CH:19]=[CH:18][C:17]=1[C:22](O)=[O:23].Cl.C(N=C=NCCCN(C)C)C.OC1C2N=NNC=2C=CC=1.C(N(CC)CC)C, predict the reaction product. The product is: [Cl:14][C:9]1[CH:10]=[CH:11][CH:12]=[CH:13][C:8]=1[CH:6]1[CH2:7][CH:2]([NH:1][C:22](=[O:23])[C:17]2[CH:18]=[CH:19][CH:20]=[CH:21][N:16]=2)[CH:3]([OH:15])[CH2:4][CH2:5]1. (3) Given the reactants [CH3:1][O:2][C:3]([C:5]1[N:6]=[C:7]2[C:12]([NH:13][C:14](=[O:16])[CH3:15])=[CH:11][C:10](Br)=[CH:9][N:8]2[C:18]=1[Cl:19])=[O:4].[O:20]1[CH:24]=[CH:23][C:22](B(O)O)=[CH:21]1, predict the reaction product. The product is: [CH3:1][O:2][C:3]([C:5]1[N:6]=[C:7]2[C:12]([NH:13][C:14](=[O:16])[CH3:15])=[CH:11][C:10]([C:22]3[CH:23]=[CH:24][O:20][CH:21]=3)=[CH:9][N:8]2[C:18]=1[Cl:19])=[O:4]. (4) Given the reactants [Cl:1][C:2]1[N:7]=[CH:6][C:5]([CH2:8][N:9]2[C:14]([CH3:15])=[CH:13][C:12](=[NH:16])[N:11]3[N:17]=[C:18]([S:20][CH3:21])[N:19]=[C:10]23)=[CH:4][CH:3]=1.C(N(CC)CC)C.[F:29][C:30]([F:41])([F:40])[C:31](O[C:31](=[O:32])[C:30]([F:41])([F:40])[F:29])=[O:32].O, predict the reaction product. The product is: [Cl:1][C:2]1[N:7]=[CH:6][C:5]([CH2:8][N:9]2[C:14]([CH3:15])=[CH:13][C:12](=[N:16][C:31](=[O:32])[C:30]([F:41])([F:40])[F:29])[N:11]3[N:17]=[C:18]([S:20][CH3:21])[N:19]=[C:10]23)=[CH:4][CH:3]=1.